This data is from Forward reaction prediction with 1.9M reactions from USPTO patents (1976-2016). The task is: Predict the product of the given reaction. (1) Given the reactants C1(C)C=CC=CC=1.[CH2:8]1[C:11]2([O:16][CH2:15][CH:14]([O:17][C:18]3[CH:23]=[CH:22][N:21]=[C:20]([CH2:24][S:25][C:26]4[NH:30][C:29]5[CH:31]=[CH:32][CH:33]=[CH:34][C:28]=5[N:27]=4)[C:19]=3[CH3:35])[CH2:13][O:12]2)[CH2:10][CH2:9]1.ClC1C=CC=C(C(OO)=[O:44])C=1.C(=O)([O-])O.[Na+], predict the reaction product. The product is: [CH2:10]1[C:11]2([O:16][CH2:15][CH:14]([O:17][C:18]3[CH:23]=[CH:22][N:21]=[C:20]([CH2:24][S:25]([C:26]4[NH:27][C:28]5[CH:34]=[CH:33][CH:32]=[CH:31][C:29]=5[N:30]=4)=[O:44])[C:19]=3[CH3:35])[CH2:13][O:12]2)[CH2:8][CH2:9]1. (2) The product is: [N:29]1([C:34]2[CH:41]=[CH:40][C:37]([CH2:38][NH:1][C:2]3[N:6]([C@@H:7]4[O:19][C@H:18]([CH2:20][OH:21])[C@@H:13]([OH:14])[C@H:8]4[OH:9])[C:5]4[CH:25]=[CH:26][CH:27]=[CH:28][C:4]=4[N:3]=3)=[CH:36][CH:35]=2)[CH:33]=[CH:32][N:31]=[CH:30]1. Given the reactants [NH2:1][C:2]1[N:6]([C@@H:7]2[O:19][C@H:18]([CH2:20][O:21]C(=O)C)[C@@H:13]([O:14]C(=O)C)[C@H:8]2[O:9]C(=O)C)[C:5]2[CH:25]=[CH:26][CH:27]=[CH:28][C:4]=2[N:3]=1.[N:29]1([C:34]2[CH:41]=[CH:40][C:37]([CH:38]=O)=[CH:36][CH:35]=2)[CH:33]=[CH:32][N:31]=[CH:30]1.C(O)(=O)C.C(O[BH-](OC(=O)C)OC(=O)C)(=O)C.[Na+], predict the reaction product. (3) Given the reactants [C:1]([O:5][C:6]([N:8]([CH3:10])[NH2:9])=[O:7])([CH3:4])([CH3:3])[CH3:2].[Cl:11][C:12]1[CH:17]=[CH:16][C:15]([Cl:18])=[CH:14][C:13]=1B(O)O.C(N(CC)CC)C, predict the reaction product. The product is: [C:1]([O:5][C:6]([N:8]([CH3:10])[NH:9][C:16]1[CH:17]=[C:12]([Cl:11])[CH:13]=[CH:14][C:15]=1[Cl:18])=[O:7])([CH3:4])([CH3:3])[CH3:2]. (4) Given the reactants [Cl:1][C:2]1[CH:3]=[C:4]([C:9]2[CH:13]=[C:12]([C:14]3[CH:19]=[CH:18][C:17]([O:20][CH3:21])=[CH:16][CH:15]=3)[N:11]([CH2:22][C:23]3[CH:31]=[CH:30][C:26]([C:27](O)=[O:28])=[CH:25][CH:24]=3)[N:10]=2)[CH:5]=[C:6]([Cl:8])[CH:7]=1.O[N:33]1[C:37]2[N:38]=CC=CC=2[N:35]=[N:34]1.C([N:45](CC)C(C)C)(C)C.Cl.CN(C)CCCN=C=NCC.NC1NN=NN=1.F[P-](F)(F)(F)(F)F.Br[P+](N1CCCC1)(N1CCCC1)N1CCCC1, predict the reaction product. The product is: [Cl:1][C:2]1[CH:3]=[C:4]([C:9]2[CH:13]=[C:12]([C:14]3[CH:19]=[CH:18][C:17]([O:20][CH3:21])=[CH:16][CH:15]=3)[N:11]([CH2:22][C:23]3[CH:31]=[CH:30][C:26]([C:27]([NH:45][C:37]4[NH:38][N:35]=[N:34][N:33]=4)=[O:28])=[CH:25][CH:24]=3)[N:10]=2)[CH:5]=[C:6]([Cl:8])[CH:7]=1. (5) The product is: [Cl:25][C:26]1[CH:35]=[CH:34][CH:33]=[C:32]2[C:27]=1[CH2:28][CH2:29][CH2:30][CH:31]2[N:13]1[C:14](=[O:22])[C:15]([C:17]([O:19][CH2:20][CH3:21])=[O:18])=[CH:16][N:11]([C:9]2[CH:8]=[CH:7][C:6]3[N:2]([CH3:1])[C:3](=[O:24])[O:4][C:5]=3[CH:10]=2)[C:12]1=[O:23]. Given the reactants [CH3:1][N:2]1[C:6]2[CH:7]=[CH:8][C:9]([N:11]3[CH:16]=[C:15]([C:17]([O:19][CH2:20][CH3:21])=[O:18])[C:14](=[O:22])[NH:13][C:12]3=[O:23])=[CH:10][C:5]=2[O:4][C:3]1=[O:24].[Cl:25][C:26]1[CH:35]=[CH:34][CH:33]=[C:32]2[C:27]=1[CH2:28][CH2:29][CH2:30][CH:31]2O.C1(P(C2C=CC=CC=2)C2C=CC=CC=2)C=CC=CC=1.CC(OC(/N=N/C(OC(C)C)=O)=O)C.Cl, predict the reaction product.